From a dataset of Full USPTO retrosynthesis dataset with 1.9M reactions from patents (1976-2016). Predict the reactants needed to synthesize the given product. Given the product [Cl:1][C:2]1[N:3]=[C:4]([N:7]2[CH2:8][CH2:9][O:10][CH2:11][CH2:12]2)[S:5][C:6]=1[C:39]1[CH:40]=[C:41]2[C:46](=[CH:47][CH:48]=1)[N:45]=[C:44]([C:49]1[CH:50]=[N:51][CH:52]=[CH:53][CH:54]=1)[N:43]=[C:42]2[NH:55][CH3:56], predict the reactants needed to synthesize it. The reactants are: [Cl:1][C:2]1[N:3]=[C:4]([N:7]2[CH2:12][CH2:11][O:10][CH2:9][CH2:8]2)[S:5][CH:6]=1.C(=O)([O-])[O-].[Cs+].[Cs+].C1(P(C2C=CC=CC=2)C2C=CC=CC=2)C=CC=CC=1.I[C:39]1[CH:40]=[C:41]2[C:46](=[CH:47][CH:48]=1)[N:45]=[C:44]([C:49]1[CH:50]=[N:51][CH:52]=[CH:53][CH:54]=1)[N:43]=[C:42]2[NH:55][CH3:56].